This data is from NCI-60 drug combinations with 297,098 pairs across 59 cell lines. The task is: Regression. Given two drug SMILES strings and cell line genomic features, predict the synergy score measuring deviation from expected non-interaction effect. (1) Drug 1: C1=NC2=C(N1)C(=S)N=C(N2)N. Drug 2: CC1CCC2CC(C(=CC=CC=CC(CC(C(=O)C(C(C(=CC(C(=O)CC(OC(=O)C3CCCCN3C(=O)C(=O)C1(O2)O)C(C)CC4CCC(C(C4)OC)O)C)C)O)OC)C)C)C)OC. Cell line: HL-60(TB). Synergy scores: CSS=48.7, Synergy_ZIP=-1.20, Synergy_Bliss=-0.469, Synergy_Loewe=3.23, Synergy_HSA=4.73. (2) Cell line: DU-145. Synergy scores: CSS=55.2, Synergy_ZIP=3.27, Synergy_Bliss=1.70, Synergy_Loewe=-18.0, Synergy_HSA=-1.04. Drug 2: CC1CCCC2(C(O2)CC(NC(=O)CC(C(C(=O)C(C1O)C)(C)C)O)C(=CC3=CSC(=N3)C)C)C. Drug 1: C1CC(=O)NC(=O)C1N2C(=O)C3=CC=CC=C3C2=O.